This data is from Reaction yield outcomes from USPTO patents with 853,638 reactions. The task is: Predict the reaction yield, written as a fraction of the theoretical maximum amount of product (1.0 means a 100% yield; for example, 0.34 means a 34% yield). (1) The reactants are [CH2:1]([O:8][C:9]([NH:11][C@@H:12]([CH2:16][C:17]1[CH:22]=[CH:21][C:20]([C:23]2[N:28]=[CH:27][C:26]([C:29]3[CH:34]=[CH:33][C:32]([O:35][CH2:36][CH2:37][CH2:38][CH:39]([CH3:41])[CH3:40])=[CH:31][CH:30]=3)=[CH:25][N:24]=2)=[CH:19][CH:18]=1)[C:13](O)=[O:14])=[O:10])[C:2]1[CH:7]=[CH:6][CH:5]=[CH:4][CH:3]=1.Cl.[NH:43]1[CH2:46][CH:45]([C:47]([O:49][CH3:50])=[O:48])[CH2:44]1.CCN(C(C)C)C(C)C.CN(C(ON1N=NC2C=CC=NC1=2)=[N+](C)C)C.F[P-](F)(F)(F)(F)F. The catalyst is CN(C=O)C.O. The product is [CH2:1]([O:8][C:9]([NH:11][C@@H:12]([CH2:16][C:17]1[CH:22]=[CH:21][C:20]([C:23]2[N:24]=[CH:25][C:26]([C:29]3[CH:30]=[CH:31][C:32]([O:35][CH2:36][CH2:37][CH2:38][CH:39]([CH3:40])[CH3:41])=[CH:33][CH:34]=3)=[CH:27][N:28]=2)=[CH:19][CH:18]=1)[C:13]([N:43]1[CH2:46][CH:45]([C:47]([O:49][CH3:50])=[O:48])[CH2:44]1)=[O:14])=[O:10])[C:2]1[CH:3]=[CH:4][CH:5]=[CH:6][CH:7]=1. The yield is 0.760. (2) The reactants are C(N(C(C)C)C(C)C)C.[Br:10][C:11]1[CH:12]=[CH:13][C:14]([O:18][CH3:19])=[C:15]([OH:17])[CH:16]=1.[C:20]([Si:24](Cl)([CH3:26])[CH3:25])([CH3:23])([CH3:22])[CH3:21].C([O-])(O)=O.[Na+]. The catalyst is CN(C=O)C.CCOCC.O. The product is [Br:10][C:11]1[CH:12]=[CH:13][C:14]([O:18][CH3:19])=[C:15]([CH:16]=1)[O:17][Si:24]([C:20]([CH3:23])([CH3:22])[CH3:21])([CH3:26])[CH3:25]. The yield is 0.990.